Dataset: Full USPTO retrosynthesis dataset with 1.9M reactions from patents (1976-2016). Task: Predict the reactants needed to synthesize the given product. (1) Given the product [F:1][C:2]1[CH:3]=[C:4]2[C:9](=[CH:10][CH:11]=1)[C@H:8]([CH:12]([CH3:14])[CH3:13])[C@:7]([CH2:16][CH2:17][NH:30][CH3:29])([OH:15])[CH2:6][CH2:5]2, predict the reactants needed to synthesize it. The reactants are: [F:1][C:2]1[CH:3]=[C:4]2[C:9](=[CH:10][CH:11]=1)[C@H:8]([CH:12]([CH3:14])[CH3:13])[C@:7]([CH2:16][CH2:17]OS(C1C=CC(C)=CC=1)(=O)=O)([OH:15])[CH2:6][CH2:5]2.[CH3:29][NH2:30]. (2) Given the product [Cl:9][C:10]1[CH:17]=[C:16]([Cl:18])[CH:15]=[CH:14][C:11]=1[CH:12]=[C:2]([C:3](=[O:4])[CH3:5])[C:1]([O:7][CH3:8])=[O:6], predict the reactants needed to synthesize it. The reactants are: [C:1]([O:7][CH3:8])(=[O:6])[CH2:2][C:3]([CH3:5])=[O:4].[Cl:9][C:10]1[CH:17]=[C:16]([Cl:18])[CH:15]=[CH:14][C:11]=1[CH:12]=O.CC(O)=O.CNC. (3) Given the product [CH:1]1([C:4]([NH:36][C@H:37]2[CH2:41][CH2:40][N:39]([C:42]([O:44][C:45]([CH3:48])([CH3:47])[CH3:46])=[O:43])[CH2:38]2)=[O:6])[CH2:3][CH2:2]1, predict the reactants needed to synthesize it. The reactants are: [CH:1]1([C:4]([OH:6])=O)[CH2:3][CH2:2]1.ON1C2C=CC=CC=2N=N1.C(N(CC)CC)C.Cl.C(N=C=NCCCN(C)C)C.[NH2:36][C@H:37]1[CH2:41][CH2:40][N:39]([C:42]([O:44][C:45]([CH3:48])([CH3:47])[CH3:46])=[O:43])[CH2:38]1. (4) Given the product [Cl:9][C:10]1[CH:15]=[CH:14][C:13]([CH2:16][N:17]2[C:21]([CH3:22])=[C:20]([C:23]3[CH:24]=[CH:25][C:26]([C:29]#[N:30])=[CH:27][CH:28]=3)[C:19]([C:31]#[N:32])=[C:18]2[CH3:33])=[CH:12][C:11]=1[CH2:34][CH2:35][CH2:36][OH:37], predict the reactants needed to synthesize it. The reactants are: [Cl-].[Ca+2].[Cl-].[BH4-].[Na+].C(O)C.[Cl:9][C:10]1[CH:15]=[CH:14][C:13]([CH2:16][N:17]2[C:21]([CH3:22])=[C:20]([C:23]3[CH:28]=[CH:27][C:26]([C:29]#[N:30])=[CH:25][CH:24]=3)[C:19]([C:31]#[N:32])=[C:18]2[CH3:33])=[CH:12][C:11]=1/[CH:34]=[CH:35]/[C:36](OCC)=[O:37]. (5) The reactants are: CN(C=O)C.[H-].[Na+].[N+:8]([C:11]1[N:16]=[CH:15][C:14]2[CH:17]=[CH:18][O:19][C:13]=2[C:12]=1[OH:20])([O-:10])=[O:9].Br[CH2:22][C:23]1[CH:28]=[CH:27][C:26]([NH:29][C:30]([C:32]2[C:33](=[O:45])[N:34]([C:38]3[CH:43]=[CH:42][C:41]([F:44])=[CH:40][CH:39]=3)[CH:35]=[CH:36][CH:37]=2)=[O:31])=[CH:25][CH:24]=1. Given the product [N+:8]([C:11]1[N:16]=[CH:15][C:14]2[CH:17]=[CH:18][O:19][C:13]=2[C:12]=1[O:20][CH2:22][C:23]1[CH:28]=[CH:27][C:26]([NH:29][C:30]([C:32]2[C:33](=[O:45])[N:34]([C:38]3[CH:39]=[CH:40][C:41]([F:44])=[CH:42][CH:43]=3)[CH:35]=[CH:36][CH:37]=2)=[O:31])=[CH:25][CH:24]=1)([O-:10])=[O:9], predict the reactants needed to synthesize it. (6) The reactants are: [Cl:1][C:2]1[CH:7]=[CH:6][C:5]([N+:8]([O-:10])=[O:9])=[CH:4][CH:3]=1.[S:11]([O-])([O-:13])=[O:12].[Na+].[Na+]. Given the product [Cl:1][C:2]1[CH:7]=[CH:6][C:5]([N+:8]([O-:10])=[O:9])=[CH:4][C:3]=1[S:11]([OH:13])=[O:12], predict the reactants needed to synthesize it. (7) Given the product [Br:22][CH:23]([CH2:27][CH2:28][CH2:29][CH3:30])[C:24]([C:13]1[CH:14]=[C:15]([NH:18][C:19](=[O:21])[CH3:20])[CH:16]=[CH:17][C:12]=1[OH:11])=[O:25], predict the reactants needed to synthesize it. The reactants are: COC1C=CC(N)=CC=1.C[O:11][C:12]1[CH:17]=[CH:16][C:15]([NH:18][C:19](=[O:21])[CH3:20])=[CH:14][CH:13]=1.[Br:22][CH:23]([CH2:27][CH2:28][CH2:29][CH3:30])[C:24](Cl)=[O:25].[Br-].[Cl-].[Al+3].[Cl-].[Cl-]. (8) Given the product [ClH:2].[Cl:17][C:12]1[CH:11]=[C:10]([C:6]2[CH:5]=[C:4]([CH2:3][N:20]3[CH:21]=[CH:22][N:23]=[C:19]3[CH3:18])[CH:9]=[CH:8][N:7]=2)[CH:15]=[CH:14][C:13]=1[Cl:16], predict the reactants needed to synthesize it. The reactants are: Cl.[Cl:2][CH2:3][C:4]1[CH:9]=[CH:8][N:7]=[C:6]([C:10]2[CH:15]=[CH:14][C:13]([Cl:16])=[C:12]([Cl:17])[CH:11]=2)[CH:5]=1.[CH3:18][C:19]1[NH:20][CH:21]=[CH:22][N:23]=1. (9) Given the product [Cl-:25].[CH2:1]([O:3][C:4]([C:6]1[N:7]=[C:8]([C:11]2([F:24])[CH2:16][CH2:15][NH2+:14][CH2:13][CH2:12]2)[S:9][CH:10]=1)=[O:5])[CH3:2], predict the reactants needed to synthesize it. The reactants are: [CH2:1]([O:3][C:4]([C:6]1[N:7]=[C:8]([C:11]2([F:24])[CH2:16][CH2:15][N:14](C(OCCCC)=O)[CH2:13][CH2:12]2)[S:9][CH:10]=1)=[O:5])[CH3:2].[ClH:25].